Dataset: Peptide-MHC class II binding affinity with 134,281 pairs from IEDB. Task: Regression. Given a peptide amino acid sequence and an MHC pseudo amino acid sequence, predict their binding affinity value. This is MHC class II binding data. (1) The peptide sequence is EQCCTSICSLYQLEN. The MHC is DRB1_1501 with pseudo-sequence DRB1_1501. The binding affinity (normalized) is 0.254. (2) The peptide sequence is FTVSFYLRVPKVSAS. The MHC is HLA-DPA10301-DPB10402 with pseudo-sequence HLA-DPA10301-DPB10402. The binding affinity (normalized) is 0.809. (3) The peptide sequence is YDKFLAMVSTVLTGK. The MHC is DRB1_0802 with pseudo-sequence DRB1_0802. The binding affinity (normalized) is 0.773. (4) The peptide sequence is WMIHTLEALDYKECE. The MHC is DRB1_0901 with pseudo-sequence DRB1_0901. The binding affinity (normalized) is 0.719. (5) The MHC is DRB5_0101 with pseudo-sequence DRB5_0101. The binding affinity (normalized) is 0.334. The peptide sequence is AAAAGWQTLSAALDA. (6) The peptide sequence is IGHLLRGRNHFIYIV. The MHC is DRB5_0101 with pseudo-sequence DRB5_0101. The binding affinity (normalized) is 0.726. (7) The peptide sequence is TKVTFHVVGVGPLLH. The MHC is HLA-DQA10301-DQB10302 with pseudo-sequence HLA-DQA10301-DQB10302. The binding affinity (normalized) is 0.370.